Dataset: Full USPTO retrosynthesis dataset with 1.9M reactions from patents (1976-2016). Task: Predict the reactants needed to synthesize the given product. (1) Given the product [Br:1][C:2]1[CH:7]=[C:6]([Cl:8])[CH:5]=[C:4]([Cl:9])[C:3]=1[O:10][CH3:11], predict the reactants needed to synthesize it. The reactants are: [Br:1][C:2]1[CH:7]=[C:6]([Cl:8])[CH:5]=[C:4]([Cl:9])[C:3]=1[OH:10].[C:11](=O)([O-])[O-].[K+].[K+].CI.Cl. (2) Given the product [F:36][C:18]1[CH:19]=[CH:20][C:21]([N:23]2[CH2:28][CH2:27][NH:26][CH2:25][CH2:24]2)=[CH:22][C:17]=1[C:9]1[NH:8][C:12]2[CH:13]=[CH:14][CH:15]=[CH:16][C:11]=2[N:10]=1, predict the reactants needed to synthesize it. The reactants are: C(OC([N:8]1[C:12]2[CH:13]=[CH:14][CH:15]=[CH:16][C:11]=2[N:10]=[C:9]1[C:17]1[CH:22]=[C:21]([N:23]2[CH2:28][CH2:27][N:26](C(OC(C)(C)C)=O)[CH2:25][CH2:24]2)[CH:20]=[CH:19][C:18]=1[F:36])=O)(C)(C)C.Cl. (3) Given the product [Cl:12][C:10]1[S:11][C:6]2[CH:5]=[C:4]([C:1](=[O:3])[NH:20][CH2:19][C:18]([O:17][CH2:15][CH3:16])=[O:21])[NH:8][C:7]=2[C:9]=1[Cl:13], predict the reactants needed to synthesize it. The reactants are: [C:1]([C:4]1[NH:8][C:7]2[C:9]([Cl:13])=[C:10]([Cl:12])[S:11][C:6]=2[CH:5]=1)([OH:3])=O.Cl.[CH2:15]([O:17][C:18](=[O:21])[CH2:19][NH2:20])[CH3:16].CCN(C(C)C)C(C)C.C1C=CC2N(O)N=NC=2C=1.CCN=C=NCCCN(C)C. (4) The reactants are: Cl[C:2]1[C:14]2[C:13]3[CH:12]=[C:11]([F:15])[CH:10]=[CH:9][C:8]=3[NH:7][C:6]=2[C:5]([C:16]#[N:17])=[CH:4][N:3]=1.C1C=CC(P(C2C(C3C(P(C4C=CC=CC=4)C4C=CC=CC=4)=CC=C4C=3C=CC=C4)=C3C(C=CC=C3)=CC=2)C2C=CC=CC=2)=CC=1.CC([O-])(C)C.[Na+].[CH3:70][C@H:71]1[C@H:80]([NH2:81])[CH2:79][CH2:78][C:73]2([O:77][CH2:76][CH2:75][O:74]2)[CH2:72]1. Given the product [F:15][C:11]1[CH:10]=[CH:9][C:8]2[NH:7][C:6]3[C:5]([C:16]#[N:17])=[CH:4][N:3]=[C:2]([NH:81][C@@H:80]4[CH2:79][CH2:78][C:73]5([O:74][CH2:75][CH2:76][O:77]5)[CH2:72][C@H:71]4[CH3:70])[C:14]=3[C:13]=2[CH:12]=1, predict the reactants needed to synthesize it. (5) Given the product [CH3:24][O:23][C:20]1[CH:21]=[CH:22][C:17]([CH2:16][N:10]2[C:11]3[C:7](=[CH:6][CH:5]=[C:4]([Br:3])[CH:12]=3)[C:8]([CH2:13][CH3:14])=[N:9]2)=[CH:18][CH:19]=1, predict the reactants needed to synthesize it. The reactants are: [H-].[Na+].[Br:3][C:4]1[CH:12]=[C:11]2[C:7]([C:8]([CH2:13][CH3:14])=[N:9][NH:10]2)=[CH:6][CH:5]=1.Cl[CH2:16][C:17]1[CH:22]=[CH:21][C:20]([O:23][CH3:24])=[CH:19][CH:18]=1. (6) Given the product [NH2:12][C:9]1[CH:10]=[CH:11][C:6]([NH:5][C:3](=[O:4])[CH2:2][N:15]2[CH2:20][CH2:19][CH2:21][CH2:17][CH2:16]2)=[N:7][CH:8]=1, predict the reactants needed to synthesize it. The reactants are: Cl[CH2:2][C:3]([NH:5][C:6]1[CH:11]=[CH:10][C:9]([N+:12]([O-])=O)=[CH:8][N:7]=1)=[O:4].[NH:15]1[CH2:20][CH2:19]O[CH2:17][CH2:16]1.[C:21](=O)(O)[O-].[Na+].C([O-])=O.[NH4+]. (7) The reactants are: [F:1][C:2]1[CH:7]=[C:6]([F:8])[CH:5]=[CH:4][C:3]=1[C@H:9]1[CH2:14][C@@H:13]([C:15]2[O:19][NH:18][C:17](=[O:20])[CH:16]=2)[CH2:12][CH2:11][N:10]1C(OC)=O.Br. Given the product [F:1][C:2]1[CH:7]=[C:6]([F:8])[CH:5]=[CH:4][C:3]=1[C@H:9]1[CH2:14][C@@H:13]([C:15]2[O:19][NH:18][C:17](=[O:20])[CH:16]=2)[CH2:12][CH2:11][NH:10]1, predict the reactants needed to synthesize it. (8) Given the product [F:19][C:20]1[CH:25]=[C:24]([C:2]2[C:3]3[C:4]4[CH:18]=[CH:17][S:16][C:5]=4[C:6](=[O:15])[NH:7][C:8]=3[C:9]([CH3:14])=[CH:10][C:11]=2[O:12][CH3:13])[CH:23]=[CH:22][C:21]=1[C@@H:35]([CH3:45])[CH2:36][NH:37][C:38](=[O:44])[O:39][C:40]([CH3:42])([CH3:41])[CH3:43], predict the reactants needed to synthesize it. The reactants are: Br[C:2]1[C:3]2[C:4]3[CH:18]=[CH:17][S:16][C:5]=3[C:6](=[O:15])[NH:7][C:8]=2[C:9]([CH3:14])=[CH:10][C:11]=1[O:12][CH3:13].[F:19][C:20]1[CH:25]=[C:24](B2OC(C)(C)C(C)(C)O2)[CH:23]=[CH:22][C:21]=1[C@@H:35]([CH3:45])[CH2:36][NH:37][C:38](=[O:44])[O:39][C:40]([CH3:43])([CH3:42])[CH3:41]. (9) Given the product [CH2:17]([CH:16]([NH:15][CH2:2][CH2:3][CH2:4][N:5]1[CH:9]=[CH:8][CH:7]=[C:6]1[C:10]([O:12][CH2:13][CH3:14])=[O:11])[CH2:20][CH2:21][CH3:22])[CH2:18][CH3:19], predict the reactants needed to synthesize it. The reactants are: Br[CH2:2][CH2:3][CH2:4][N:5]1[CH:9]=[CH:8][CH:7]=[C:6]1[C:10]([O:12][CH2:13][CH3:14])=[O:11].[NH2:15][CH:16]([CH2:20][CH2:21][CH3:22])[CH2:17][CH2:18][CH3:19].[I-].[K+]. (10) Given the product [N:1]1([C:5]([C:7]2[N:8]=[CH:9][C:10]([O:13][C:14]3[CH:15]=[C:16]([CH:21]=[C:22]([O:24][C@H:25]4[CH2:29][CH2:28][N:27]([CH3:30])[C:26]4=[O:31])[CH:23]=3)[C:17]([OH:19])=[O:18])=[N:11][CH:12]=2)=[O:6])[CH2:2][CH2:3][CH2:4]1, predict the reactants needed to synthesize it. The reactants are: [N:1]1([C:5]([C:7]2[N:8]=[CH:9][C:10]([O:13][C:14]3[CH:15]=[C:16]([CH:21]=[C:22]([O:24][C@H:25]4[CH2:29][CH2:28][N:27]([CH3:30])[C:26]4=[O:31])[CH:23]=3)[C:17]([O:19]C)=[O:18])=[N:11][CH:12]=2)=[O:6])[CH2:4][CH2:3][CH2:2]1.[OH-].[Li+].O.